Dataset: Full USPTO retrosynthesis dataset with 1.9M reactions from patents (1976-2016). Task: Predict the reactants needed to synthesize the given product. (1) The reactants are: [Cl:1]CCl.CO.[CH:6]1[C:11]([C:12]#[N:13])=[CH:10][C:9]2[C:14]([CH2:17][CH2:18][CH2:19][CH2:20][N:21]3[CH2:26][CH2:25][N:24]([C:27]4[CH:28]=[CH:29][C:30]5[O:35][C:34]([C:36]([NH2:38])=[O:37])=[CH:33][C:31]=5[CH:32]=4)[CH2:23][CH2:22]3)=[CH:15][NH:16][C:8]=2[CH:7]=1. Given the product [CH:6]1[C:11]([C:12]#[N:13])=[CH:10][C:9]2[C:14]([CH2:17][CH2:18][CH2:19][CH2:20][N:21]3[CH2:22][CH2:23][N:24]([C:27]4[CH:28]=[CH:29][C:30]5[O:35][C:34]([C:36]([NH2:38])=[O:37])=[CH:33][C:31]=5[CH:32]=4)[CH2:25][CH2:26]3)=[CH:15][NH:16][C:8]=2[CH:7]=1.[ClH:1], predict the reactants needed to synthesize it. (2) The reactants are: [C:1]([O:5][C:6](=[O:23])[NH:7][C@@H:8]([C:17](=[O:22])N(OC)C)[CH2:9][C:10]1[CH:15]=[CH:14][CH:13]=[CH:12][C:11]=1[F:16])([CH3:4])([CH3:3])[CH3:2].[C:24]([NH:28][C:29](=[O:38])[C:30]1[CH:35]=[C:34]([CH3:36])[CH:33]=[CH:32][C:31]=1[CH3:37])([CH3:27])([CH3:26])[CH3:25]. Given the product [C:1]([O:5][C:6](=[O:23])[NH:7][C@H:8]([CH2:9][C:10]1[CH:15]=[CH:14][CH:13]=[CH:12][C:11]=1[F:16])[C:17](=[O:22])[CH2:37][C:31]1[CH:32]=[CH:33][C:34]([CH3:36])=[CH:35][C:30]=1[C:29](=[O:38])[NH:28][C:24]([CH3:26])([CH3:25])[CH3:27])([CH3:2])([CH3:3])[CH3:4], predict the reactants needed to synthesize it. (3) Given the product [C:21]([O:25][C:26]([N:28]1[CH:29]2[CH2:36][CH2:35][CH2:34][CH:33]1[CH2:32][N:31]([C:37]([C:39]1[CH:40]=[N:41][C:42]([NH:45][C:10]3[N:11]=[CH:12][C:7]4[CH:6]=[C:5]([C:3](=[O:4])[N:2]([CH3:20])[CH3:1])[N:14]([CH:15]5[CH2:19][CH2:18][CH2:17][CH2:16]5)[C:8]=4[N:9]=3)=[CH:43][CH:44]=1)=[O:38])[CH2:30]2)=[O:27])([CH3:24])([CH3:22])[CH3:23], predict the reactants needed to synthesize it. The reactants are: [CH3:1][N:2]([CH3:20])[C:3]([C:5]1[N:14]([CH:15]2[CH2:19][CH2:18][CH2:17][CH2:16]2)[C:8]2[N:9]=[C:10](Cl)[N:11]=[CH:12][C:7]=2[CH:6]=1)=[O:4].[C:21]([O:25][C:26]([N:28]1[CH:33]2[CH2:34][CH2:35][CH2:36][CH:29]1[CH2:30][N:31]([C:37]([C:39]1[CH:40]=[N:41][C:42]([NH2:45])=[CH:43][CH:44]=1)=[O:38])[CH2:32]2)=[O:27])([CH3:24])([CH3:23])[CH3:22]. (4) Given the product [F:29][C:4]1[CH:3]=[C:2]([C:38]2[CH:47]=[C:46]3[C:41]([CH:42]=[CH:43][CH:44]=[N:45]3)=[CH:40][CH:39]=2)[CH:7]=[CH:6][C:5]=1[CH:8]([N:12]1[CH2:28][CH2:27][C:15]2([O:20][CH2:19][C:18](=[O:21])[N:17]([C:22]3([CH2:25][OH:26])[CH2:24][CH2:23]3)[CH2:16]2)[CH2:14][CH2:13]1)[C:9]([NH2:11])=[O:10], predict the reactants needed to synthesize it. The reactants are: Br[C:2]1[CH:7]=[CH:6][C:5]([CH:8]([N:12]2[CH2:28][CH2:27][C:15]3([O:20][CH2:19][C:18](=[O:21])[N:17]([C:22]4([CH2:25][OH:26])[CH2:24][CH2:23]4)[CH2:16]3)[CH2:14][CH2:13]2)[C:9]([NH2:11])=[O:10])=[C:4]([F:29])[CH:3]=1.CC1(C)C(C)(C)OB([C:38]2[CH:47]=[C:46]3[C:41]([CH:42]=[CH:43][CH:44]=[N:45]3)=[CH:40][CH:39]=2)O1.C(=O)([O-])[O-].[K+].[K+]. (5) Given the product [Cl:1][C:2]1[CH:7]=[C:6]([Cl:8])[CH:5]=[CH:4][C:3]=1[CH2:9][CH2:10][NH:11][C:12]1[CH:13]=[C:14]([C:19]2[CH:24]=[CH:23][CH:22]=[C:21]([C:25]([CH3:29])([C:26]3[N:30]=[N:31][NH:32][N:27]=3)[CH3:28])[CH:20]=2)[N:15]=[C:16]([CH3:18])[N:17]=1, predict the reactants needed to synthesize it. The reactants are: [Cl:1][C:2]1[CH:7]=[C:6]([Cl:8])[CH:5]=[CH:4][C:3]=1[CH2:9][CH2:10][NH:11][C:12]1[N:17]=[C:16]([CH3:18])[N:15]=[C:14]([C:19]2[CH:20]=[C:21]([C:25]([CH3:29])([CH3:28])[C:26]#[N:27])[CH:22]=[CH:23][CH:24]=2)[CH:13]=1.[N:30]([Sn](CCCC)(CCCC)CCCC)=[N+:31]=[N-:32]. (6) Given the product [C:3]([O:7][C:8](=[O:44])[NH:9][C@H:10]([CH2:32][NH2:33])[CH2:11][C:12]([CH3:31])([CH3:30])[CH2:13][CH2:14][C:15]1[CH:20]=[CH:19][C:18]([O:21][CH2:22][C@@H:23]2[CH2:27][O:26][C:25]([CH3:29])([CH3:28])[O:24]2)=[CH:17][CH:16]=1)([CH3:6])([CH3:4])[CH3:5], predict the reactants needed to synthesize it. The reactants are: NN.[C:3]([O:7][C:8](=[O:44])[NH:9][C@H:10]([CH2:32][N:33]1C(=O)C2C(=CC=CC=2)C1=O)[CH2:11][C:12]([CH3:31])([CH3:30])[CH2:13][CH2:14][C:15]1[CH:20]=[CH:19][C:18]([O:21][CH2:22][C@@H:23]2[CH2:27][O:26][C:25]([CH3:29])([CH3:28])[O:24]2)=[CH:17][CH:16]=1)([CH3:6])([CH3:5])[CH3:4].C(OCC)C. (7) Given the product [F:1][C:2]1[CH:7]=[C:6]([N+:10]([O-:12])=[O:11])[CH:5]=[C:4]([F:8])[C:3]=1[OH:9], predict the reactants needed to synthesize it. The reactants are: [F:1][C:2]1[CH:7]=[CH:6][CH:5]=[C:4]([F:8])[C:3]=1[OH:9].[N+:10]([O-])([OH:12])=[O:11].O.